Dataset: Forward reaction prediction with 1.9M reactions from USPTO patents (1976-2016). Task: Predict the product of the given reaction. (1) Given the reactants [CH:1]1([N:4]2[C:12]3[C:7](=[CH:8][CH:9]=[C:10]([O:13][CH3:14])[CH:11]=3)[CH:6]=[CH:5]2)[CH2:3][CH2:2]1.ClS([N:19]=[C:20]=O)(=O)=O, predict the reaction product. The product is: [C:20]([C:6]1[C:7]2[C:12](=[CH:11][C:10]([O:13][CH3:14])=[CH:9][CH:8]=2)[N:4]([CH:1]2[CH2:3][CH2:2]2)[CH:5]=1)#[N:19]. (2) The product is: [Br:8][C:5]1[N:4]=[CH:3][C:2]([O:1][CH2:19][CH2:18][N:13]2[C:14](=[O:17])[CH2:15][CH2:16][C:12]2=[O:11])=[CH:7][CH:6]=1. Given the reactants [OH:1][C:2]1[CH:3]=[N:4][C:5]([Br:8])=[CH:6][CH:7]=1.[H-].[Na+].[O:11]=[C:12]1[CH2:16][CH2:15][C:14](=[O:17])[N:13]1[CH2:18][CH2:19]OS(C)(=O)=O, predict the reaction product. (3) Given the reactants [Li+].[OH-].C([O:6][C@@H:7]1[CH2:31][CH2:30][C@@:29]2([CH3:32])[C@H:9]([CH2:10][CH2:11][C@@H:12]3[C@@H:28]2[CH2:27][C@H:26]([OH:33])[C@@:25]2([CH3:34])[C@H:13]3[CH2:14][CH2:15][C@@H:16]2[C@H:17]([CH3:24])[CH2:18][CH2:19][C:20]([O:22]C)=[O:21])[CH2:8]1)(=O)C, predict the reaction product. The product is: [CH3:24][C@@H:17]([C@@H:16]1[C@@:25]2([CH3:34])[C@@H:26]([OH:33])[CH2:27][C@@H:28]3[C@@:29]4([CH3:32])[CH2:30][CH2:31][C@@H:7]([OH:6])[CH2:8][C@H:9]4[CH2:10][CH2:11][C@H:12]3[C@@H:13]2[CH2:14][CH2:15]1)[CH2:18][CH2:19][C:20]([OH:22])=[O:21]. (4) Given the reactants [C@H:1]1([C:10]([OH:12])=[O:11])[CH2:6][CH2:5][C@@H:4]([C:7]([OH:9])=[O:8])[CH2:3][CH2:2]1.C(O[CH2:16][CH2:17][CH2:18][CH3:19])=O, predict the reaction product. The product is: [CH2:16]([O:8][C:7]([C@@H:4]1[CH2:3][CH2:2][C@H:1]([C:10]([OH:12])=[O:11])[CH2:6][CH2:5]1)=[O:9])[CH2:17][CH2:18][CH3:19]. (5) Given the reactants C[Al](C)C.[CH3:5][O:6][CH2:7][CH2:8][NH2:9].[CH3:10][C:11]1[O:15][N:14]=[C:13]([C:16]2[CH:21]=[CH:20][CH:19]=[CH:18][CH:17]=2)[C:12]=1[CH2:22][O:23][C:24]1[CH:32]=[CH:31][C:27]([C:28](O)=[O:29])=[CH:26][N:25]=1.O, predict the reaction product. The product is: [CH3:5][O:6][CH2:7][CH2:8][NH:9][C:28](=[O:29])[C:27]1[CH:31]=[CH:32][C:24]([O:23][CH2:22][C:12]2[C:13]([C:16]3[CH:17]=[CH:18][CH:19]=[CH:20][CH:21]=3)=[N:14][O:15][C:11]=2[CH3:10])=[N:25][CH:26]=1. (6) Given the reactants [Cl-].[CH3:2][O:3][C:4]1[CH:9]=[C:8]([CH3:10])[NH:7][C:6](=[O:11])[C:5]=1[CH2:12][NH3+:13].[F:14][C:15]([F:39])([CH3:38])[CH2:16][N:17]1[CH2:22][CH2:21][CH:20]([C@H:23]([N:25]2[C:33]3[C:28](=[CH:29][CH:30]=[CH:31][CH:32]=3)[C:27]([C:34](O)=[O:35])=[C:26]2[CH3:37])[CH3:24])[CH2:19][CH2:18]1.CCN(C(C)C)C(C)C.CCOC(C(C#N)=NOC(N1CCOCC1)=[N+](C)C)=O.F[P-](F)(F)(F)(F)F, predict the reaction product. The product is: [F:39][C:15]([F:14])([CH3:38])[CH2:16][N:17]1[CH2:18][CH2:19][CH:20]([C@H:23]([N:25]2[C:33]3[C:28](=[CH:29][CH:30]=[CH:31][CH:32]=3)[C:27]([C:34]([NH:13][CH2:12][C:5]3[C:6](=[O:11])[NH:7][C:8]([CH3:10])=[CH:9][C:4]=3[O:3][CH3:2])=[O:35])=[C:26]2[CH3:37])[CH3:24])[CH2:21][CH2:22]1.